Dataset: Catalyst prediction with 721,799 reactions and 888 catalyst types from USPTO. Task: Predict which catalyst facilitates the given reaction. (1) Reactant: [C:1]([O:5][C:6]([N:8]1[CH2:13][CH2:12][C:11]([C:17]2[CH:22]=[CH:21][CH:20]=[CH:19][CH:18]=2)([C:14](O)=[O:15])[CH2:10][CH2:9]1)=[O:7])([CH3:4])([CH3:3])[CH3:2].O1CCCC1.B. Product: [OH:15][CH2:14][C:11]1([C:17]2[CH:18]=[CH:19][CH:20]=[CH:21][CH:22]=2)[CH2:12][CH2:13][N:8]([C:6]([O:5][C:1]([CH3:3])([CH3:4])[CH3:2])=[O:7])[CH2:9][CH2:10]1. The catalyst class is: 7. (2) Reactant: [Br:1][C:2]1[C:3]([F:20])=[C:4]([CH:17]=[CH:18][CH:19]=1)/[CH:5]=[C:6]1\[C:7](=[O:16])[NH:8][C:9]2[C:10]\1=[N:11][CH:12]=[C:13]([Cl:15])[CH:14]=2.[Li+].[OH-].[C:23]([C:25]1[CH:30]=[CH:29][C:28]([NH:31][C:32](=[O:41])[CH2:33]/[N:34]=[CH:35]/[CH2:36][C:37]([CH3:40])([CH3:39])[CH3:38])=[C:27]([O:42][CH3:43])[CH:26]=1)#[N:24]. Product: [Br:1][C:2]1[C:3]([F:20])=[C:4]([CH:5]2[C:6]3([C:10]4=[N:11][CH:12]=[C:13]([Cl:15])[CH:14]=[C:9]4[NH:8][C:7]3=[O:16])[CH:35]([CH2:36][C:37]([CH3:40])([CH3:39])[CH3:38])[NH:34][CH:33]2[C:32]([NH:31][C:28]2[CH:29]=[CH:30][C:25]([C:23]#[N:24])=[CH:26][C:27]=2[O:42][CH3:43])=[O:41])[CH:17]=[CH:18][CH:19]=1. The catalyst class is: 7. (3) Product: [CH:13]([C:15]1[CH:16]=[CH:17][C:18]([S:21]([N:2]([CH2:3][CH2:4][OH:5])[CH3:1])(=[O:23])=[O:22])=[CH:19][CH:20]=1)=[O:14]. Reactant: [CH3:1][NH:2][CH2:3][CH2:4][OH:5].C(N(CC)CC)C.[CH:13]([C:15]1[CH:20]=[CH:19][C:18]([S:21](Cl)(=[O:23])=[O:22])=[CH:17][CH:16]=1)=[O:14]. The catalyst class is: 2. (4) Reactant: [Cl:1][C:2]1[N:7]=[C:6]([CH2:8][C:9]([C:11]2[C:12]([F:24])=[C:13]([NH:17][C:18](=[O:23])[O:19][CH2:20][CH:21]=[CH2:22])[CH:14]=[CH:15][CH:16]=2)=O)[CH:5]=[CH:4][N:3]=1.C1C(=O)N(Br)C(=O)C1.[N:33]1([C:39](=[S:41])[NH2:40])[CH2:38][CH2:37][O:36][CH2:35][CH2:34]1.O. Product: [Cl:1][C:2]1[N:7]=[C:6]([C:8]2[S:41][C:39]([N:33]3[CH2:38][CH2:37][O:36][CH2:35][CH2:34]3)=[N:40][C:9]=2[C:11]2[C:12]([F:24])=[C:13]([NH:17][C:18](=[O:23])[O:19][CH2:20][CH:21]=[CH2:22])[CH:14]=[CH:15][CH:16]=2)[CH:5]=[CH:4][N:3]=1. The catalyst class is: 44. (5) Reactant: [F:1][C:2]1[CH:24]=[CH:23][C:5]([O:6][C:7]2[CH:8]=[C:9]3[C:13](=[CH:14][C:15]=2[C:16]([NH2:18])=[O:17])[N:12]([CH2:19][CH:20]([CH3:22])[CH3:21])[N:11]=[CH:10]3)=[CH:4][CH:3]=1.C(N1C=CN=C1)(N1C=CN=C1)=O.N1[CH2:42][CH2:41][O:40][CH2:39][CH2:38]1. Product: [F:1][C:2]1[CH:24]=[CH:23][C:5]([O:6][C:7]2[CH:8]=[C:9]3[C:13](=[CH:14][C:15]=2[C:16]([N:18]2[CH2:42][CH2:41][O:40][CH2:39][CH2:38]2)=[O:17])[N:12]([CH2:19][CH:20]([CH3:22])[CH3:21])[N:11]=[CH:10]3)=[CH:4][CH:3]=1. The catalyst class is: 1. (6) Reactant: O1[C:5]2([CH2:10][CH2:9][CH:8]([N:11]3[CH:15]=[C:14]([C:16]4[C:24]5[C:19](=[CH:20][C:21]([F:25])=[CH:22][CH:23]=5)[NH:18][CH:17]=4)[CH:13]=[N:12]3)[CH2:7][CH2:6]2)[O:4]CC1.Cl. Product: [F:25][C:21]1[CH:20]=[C:19]2[C:24]([C:16]([C:14]3[CH:13]=[N:12][N:11]([CH:8]4[CH2:7][CH2:6][C:5](=[O:4])[CH2:10][CH2:9]4)[CH:15]=3)=[CH:17][NH:18]2)=[CH:23][CH:22]=1. The catalyst class is: 1. (7) Reactant: [Na].[Cl:2][C:3]1[CH:8]=[CH:7][C:6]([SH:9])=[CH:5][CH:4]=1.Cl[CH2:11][C:12](=[N:14][C:15]1[C:20]([CH:21]([CH3:23])[CH3:22])=[CH:19][CH:18]=[CH:17][C:16]=1[CH:24]([CH3:26])[CH3:25])[CH3:13]. Product: [Cl:2][C:3]1[CH:8]=[CH:7][C:6]([S:9][CH2:13][C:12](=[N:14][C:15]2[C:20]([CH:21]([CH3:22])[CH3:23])=[CH:19][CH:18]=[CH:17][C:16]=2[CH:24]([CH3:26])[CH3:25])[CH3:11])=[CH:5][CH:4]=1. The catalyst class is: 5. (8) Reactant: [F:1][C:2]1[CH:7]=[C:6]([F:8])[C:5](B2OC(C)(C)C(C)(C)O2)=[CH:4][C:3]=1[NH:18][C:19]([NH:21][CH2:22][CH2:23][C:24]([CH3:27])([CH3:26])[CH3:25])=[O:20].Br[C:29]1[C:40]([CH3:41])=[N:39][C:32]2[N:33]=[C:34]([NH:37][CH3:38])[N:35]=[CH:36][C:31]=2[CH:30]=1.C([O-])([O-])=O.[K+].[K+]. Product: [F:1][C:2]1[CH:7]=[C:6]([F:8])[C:5]([C:29]2[C:40]([CH3:41])=[N:39][C:32]3[N:33]=[C:34]([NH:37][CH3:38])[N:35]=[CH:36][C:31]=3[CH:30]=2)=[CH:4][C:3]=1[NH:18][C:19]([NH:21][CH2:22][CH2:23][C:24]([CH3:25])([CH3:26])[CH3:27])=[O:20]. The catalyst class is: 667.